The task is: Predict the product of the given reaction.. This data is from Forward reaction prediction with 1.9M reactions from USPTO patents (1976-2016). (1) Given the reactants C([O:5][C:6]([C:8]1([CH2:53][C:54]([O:56]C(C)(C)C)=[O:55])[O:12][N:11]=[C:10]([C:13]2[CH:18]=[C:17]([O:19][C:20](=[O:31])[C:21]3[CH:26]=[CH:25][C:24]([NH:27][C:28]([NH2:30])=[NH:29])=[CH:23][CH:22]=3)[CH:16]=[CH:15][C:14]=2[CH2:32][CH2:33][C:34]([NH:36][C@H:37]([C:46]([O:48]C(C)(C)C)=[O:47])[CH2:38][C:39]([O:41]C(C)(C)C)=[O:40])=[O:35])[CH2:9]1)=[O:7])(C)(C)C.[C:61]([OH:67])([C:63]([F:66])([F:65])[F:64])=[O:62], predict the reaction product. The product is: [F:64][C:63]([F:66])([F:65])[C:61]([OH:67])=[O:62].[NH:27]([C:24]1[CH:23]=[CH:22][C:21]([C:20]([O:19][C:17]2[CH:16]=[CH:15][C:14]([CH2:32][CH2:33][C:34]([NH:36][C@H:37]([C:46]([OH:48])=[O:47])[CH2:38][C:39]([OH:41])=[O:40])=[O:35])=[C:13]([C:10]3[CH2:9][C:8]([C:6]([OH:7])=[O:5])([CH2:53][C:54]([OH:56])=[O:55])[O:12][N:11]=3)[CH:18]=2)=[O:31])=[CH:26][CH:25]=1)[C:28]([NH2:30])=[NH:29]. (2) Given the reactants [CH3:1][C:2]1[CH:3]=[CH:4][CH:5]=[CH:6][C:7]=1[C:8]([NH:10][C:11]1[CH:12]=[CH:13][C:14]([C:18]([N:20]2[C:26]3[CH:27]=[CH:28][C:29]([Cl:31])=[CH:30][C:25]=3[CH:24]([OH:32])[CH2:23][CH2:22][CH2:21]2)=[O:19])=[C:15]([CH3:17])[CH:16]=1)=[O:9].N1C=CC=CC=1.[Cl:39][CH2:40][CH2:41][CH2:42][C:43](Cl)=[O:44].O, predict the reaction product. The product is: [Cl:39][CH2:40][CH2:41][CH2:42][C:43]([O:32][CH:24]1[CH2:23][CH2:22][CH2:21][N:20]([C:18](=[O:19])[C:14]2[CH:13]=[CH:12][C:11]([NH:10][C:8](=[O:9])[C:7]3[CH:6]=[CH:5][CH:4]=[CH:3][C:2]=3[CH3:1])=[CH:16][C:15]=2[CH3:17])[C:26]2[CH:27]=[CH:28][C:29]([Cl:31])=[CH:30][C:25]1=2)=[O:44]. (3) The product is: [C:17]([O:16][C@H:15]1[C@@H:20]([O:21][C:22](=[O:24])[CH3:23])[C@H:25]([CH2:27][O:28][C:29](=[O:31])[CH3:30])[O:26][C@@H:14]1[N:1]1[CH:5]=[N:4][C:3]([C:6]([O:8][CH3:9])=[O:7])=[N:2]1)(=[O:19])[CH3:18]. Given the reactants [NH:1]1[CH:5]=[N:4][C:3]([C:6]([O:8][CH3:9])=[O:7])=[N:2]1.C(O[C@H:14]1[O:26][C@@H:25]([CH2:27][O:28][C:29](=[O:31])[CH3:30])[C@H:20]([O:21][C:22](=[O:24])[CH3:23])[C@@H:15]1[O:16][C:17](=[O:19])[CH3:18])(=O)C.FC(F)(F)S(O)(=O)=O.[N+](C1C=CC(OP([O-])(OC2C=CC([N+]([O-])=O)=CC=2)=O)=CC=1)([O-])=O, predict the reaction product. (4) The product is: [CH3:19][O:18][C:16]1[CH:17]=[C:12]([C:10]2[CH:11]=[C:6]3[C:7](=[CH:8][C:9]=2[F:22])[N:23]=[C:29]([OH:34])[N:26]=[CH:2]3)[CH:13]=[C:14]([O:20][CH3:21])[CH:15]=1. Given the reactants O1CCO[CH:2]1[C:6]1[C:7]([NH2:23])=[CH:8][C:9]([F:22])=[C:10]([C:12]2[CH:17]=[C:16]([O:18][CH3:19])[CH:15]=[C:14]([O:20][CH3:21])[CH:13]=2)[CH:11]=1.C([N:26]([CH2:29]C)CC)C.ClC(Cl)([O:34]C(=O)OC(Cl)(Cl)Cl)Cl.N.CO.Cl, predict the reaction product. (5) Given the reactants Cl[C:2]1[CH:7]=[C:6]([Cl:8])[N:5]=[C:4]([C:9]2[CH:14]=[CH:13][C:12]([N+:15]([O-:17])=[O:16])=[CH:11][CH:10]=2)[N:3]=1.[CH3:18][S:19]([CH2:22][CH2:23][NH2:24])(=[O:21])=[O:20].Cl.C(N(CC)CC)C.C(=O)([O-])[O-].[K+].[K+], predict the reaction product. The product is: [Cl:8][C:6]1[N:5]=[C:4]([C:9]2[CH:14]=[CH:13][C:12]([N+:15]([O-:17])=[O:16])=[CH:11][CH:10]=2)[N:3]=[C:2]([NH:24][CH2:23][CH2:22][S:19]([CH3:18])(=[O:21])=[O:20])[CH:7]=1. (6) Given the reactants [CH:1]#[C:2][CH2:3][CH2:4][CH2:5][CH3:6].C(N(CC)CC)C.[O:14]=[C:15]1[C:23]2[C:18](=[CH:19][CH:20]=[CH:21][CH:22]=2)[C:17](=[O:24])[N:16]1[CH2:25][C:26](Cl)=[N:27][OH:28], predict the reaction product. The product is: [CH2:3]([C:2]1[O:28][N:27]=[C:26]([CH2:25][N:16]2[C:15](=[O:14])[C:23]3[C:18](=[CH:19][CH:20]=[CH:21][CH:22]=3)[C:17]2=[O:24])[CH:1]=1)[CH2:4][CH2:5][CH3:6]. (7) Given the reactants [O:1]=[C:2]1[CH2:7][S:6][C:5]2[CH:8]=[CH:9][C:10]([CH:12]=O)=[N:11][C:4]=2[NH:3]1.[F:14][C:15]1[CH:16]=[N:17][C:18]2[C:23]([C:24]=1[CH2:25][CH2:26][C:27]13[CH2:34][CH2:33][C:30]([NH2:35])([CH2:31][CH2:32]1)[CH2:29][O:28]3)=[N:22][C:21]([O:36][CH3:37])=[CH:20][CH:19]=2.C(O[BH-](OC(=O)C)OC(=O)C)(=O)C.[Na+].O, predict the reaction product. The product is: [F:14][C:15]1[CH:16]=[N:17][C:18]2[C:23]([C:24]=1[CH2:25][CH2:26][C:27]13[CH2:34][CH2:33][C:30]([NH:35][CH2:12][C:10]4[CH:9]=[CH:8][C:5]5[S:6][CH2:7][C:2](=[O:1])[NH:3][C:4]=5[N:11]=4)([CH2:31][CH2:32]1)[CH2:29][O:28]3)=[N:22][C:21]([O:36][CH3:37])=[CH:20][CH:19]=2. (8) Given the reactants [C:1]1([S:7]([CH2:10][C:11]2[CH:16]=[CH:15][CH:14]=[C:13]([O:17][CH2:18][CH2:19][Cl:20])[C:12]=2[N+:21]([O-])=O)(=[O:9])=[O:8])[CH:6]=[CH:5][CH:4]=[CH:3][CH:2]=1.O.NN, predict the reaction product. The product is: [C:1]1([S:7]([CH2:10][C:11]2[CH:16]=[CH:15][CH:14]=[C:13]([O:17][CH2:18][CH2:19][Cl:20])[C:12]=2[NH2:21])(=[O:9])=[O:8])[CH:2]=[CH:3][CH:4]=[CH:5][CH:6]=1. (9) Given the reactants Br[CH2:2][C:3]([C:5]1[CH:10]=[CH:9][C:8]([O:11][CH3:12])=[CH:7][CH:6]=1)=[O:4].[CH2:13]([NH:15][CH2:16][CH3:17])[CH3:14], predict the reaction product. The product is: [CH2:13]([N:15]([CH2:16][CH3:17])[CH2:2][C:3]([C:5]1[CH:10]=[CH:9][C:8]([O:11][CH3:12])=[CH:7][CH:6]=1)=[O:4])[CH3:14].